This data is from Full USPTO retrosynthesis dataset with 1.9M reactions from patents (1976-2016). The task is: Predict the reactants needed to synthesize the given product. (1) Given the product [Cl:1][C:2]1[C:10]([C:11]([OH:13])=[O:12])=[CH:9][CH:8]=[C:7]2[C:3]=1[CH:4]=[CH:5][NH:6]2, predict the reactants needed to synthesize it. The reactants are: [Cl:1][C:2]1[C:10]([C:11]([O:13]C)=[O:12])=[CH:9][CH:8]=[C:7]2[C:3]=1[CH:4]=[CH:5][NH:6]2.[Li+].[OH-]. (2) Given the product [CH3:1][S:2]([OH:5])(=[O:4])=[O:3].[CH3:6][O:7][C:8]1[CH:9]=[C:10](/[C:16](=[CH:19]/[C:20]2[S:21][C:22]([N:25]3[CH2:30][CH2:29][N:28]([CH2:31][CH2:32][OH:33])[CH2:27][CH2:26]3)=[CH:23][CH:24]=2)/[C:17]#[N:18])[CH:11]=[CH:12][C:13]=1[O:14][CH3:15], predict the reactants needed to synthesize it. The reactants are: [CH3:1][S:2]([OH:5])(=[O:4])=[O:3].[CH3:6][O:7][C:8]1[CH:9]=[C:10](/[C:16](=[CH:19]/[C:20]2[S:21][C:22]([N:25]3[CH2:30][CH2:29][N:28]([CH2:31][CH2:32][OH:33])[CH2:27][CH2:26]3)=[CH:23][CH:24]=2)/[C:17]#[N:18])[CH:11]=[CH:12][C:13]=1[O:14][CH3:15]. (3) Given the product [F:16][C:4]1[CH:5]=[C:6]2[C:10](=[C:2]([C:22]3[CH:23]=[CH:24][C:19]([C:18]([F:29])([F:28])[F:17])=[CH:20][CH:21]=3)[CH:3]=1)[N:9]([CH3:11])[C:8]([C:12]([NH2:14])=[O:13])=[C:7]2[CH3:15], predict the reactants needed to synthesize it. The reactants are: Br[C:2]1[CH:3]=[C:4]([F:16])[CH:5]=[C:6]2[C:10]=1[N:9]([CH3:11])[C:8]([C:12]([NH2:14])=[O:13])=[C:7]2[CH3:15].[F:17][C:18]([F:29])([F:28])[C:19]1[CH:24]=[CH:23][C:22](B(O)O)=[CH:21][CH:20]=1. (4) Given the product [CH2:10]([O:11][C:12](=[O:36])[CH3:13])[CH3:9].[C:1]([O:5][C:6]([NH:8][CH2:9][CH2:10][O:11][C:12](=[O:36])[CH2:13][O:14][C:15]1[CH:16]=[CH:17][C:18]([CH2:21][CH2:22][CH2:23][CH2:24][NH2:25])=[CH:19][CH:20]=1)=[O:7])([CH3:4])([CH3:2])[CH3:3], predict the reactants needed to synthesize it. The reactants are: [C:1]([O:5][C:6]([NH:8][CH2:9][CH2:10][O:11][C:12](=[O:36])[CH2:13][O:14][C:15]1[CH:20]=[CH:19][C:18]([CH2:21][CH2:22][CH2:23][CH2:24][NH:25]C(OCC2C=CC=CC=2)=O)=[CH:17][CH:16]=1)=[O:7])([CH3:4])([CH3:3])[CH3:2].